Task: Binary Classification. Given a miRNA mature sequence and a target amino acid sequence, predict their likelihood of interaction.. Dataset: Experimentally validated miRNA-target interactions with 360,000+ pairs, plus equal number of negative samples The miRNA is hsa-miR-6859-5p with sequence GAGAGGAACAUGGGCUCAGGACA. The protein sequence of the target gene is MSAIFNFQSLLTVILLLICTCAYIRSLAPSLLDRNKTGLLGIFWKCARIGERKSPYVAVCCIVMAFSILFIQ. Result: 1 (interaction).